From a dataset of Peptide-MHC class I binding affinity with 185,985 pairs from IEDB/IMGT. Regression. Given a peptide amino acid sequence and an MHC pseudo amino acid sequence, predict their binding affinity value. This is MHC class I binding data. (1) The peptide sequence is FRYNGLIHR. The MHC is Mamu-A2601 with pseudo-sequence Mamu-A2601. The binding affinity (normalized) is 0. (2) The peptide sequence is TMGAASITL. The MHC is HLA-A02:16 with pseudo-sequence HLA-A02:16. The binding affinity (normalized) is 0.719. (3) The MHC is HLA-A01:01 with pseudo-sequence HLA-A01:01. The peptide sequence is FYPEKSTVI. The binding affinity (normalized) is 0.0847. (4) The peptide sequence is VTLFSNLGY. The MHC is HLA-B39:01 with pseudo-sequence HLA-B39:01. The binding affinity (normalized) is 0.0847. (5) The peptide sequence is TLIQYRQQL. The MHC is HLA-A02:06 with pseudo-sequence HLA-A02:06. The binding affinity (normalized) is 0.303. (6) The peptide sequence is REIGDISYL. The MHC is HLA-B58:01 with pseudo-sequence HLA-B58:01. The binding affinity (normalized) is 0.0847. (7) The peptide sequence is EGFMRKQKY. The MHC is HLA-A29:02 with pseudo-sequence HLA-A29:02. The binding affinity (normalized) is 0.